From a dataset of Full USPTO retrosynthesis dataset with 1.9M reactions from patents (1976-2016). Predict the reactants needed to synthesize the given product. Given the product [Br:1][C:2]1[CH:7]=[C:6]([O:8][CH3:18])[C:5]([N:19]2[CH:23]=[CH:22][N:21]=[CH:20]2)=[C:4]([F:10])[CH:3]=1, predict the reactants needed to synthesize it. The reactants are: [Br:1][C:2]1[CH:3]=[C:4]([F:10])[C:5](F)=[C:6]([OH:8])[CH:7]=1.C(=O)([O-])[O-].[K+].[K+].I[CH3:18].[NH:19]1[CH:23]=[CH:22][N:21]=[CH:20]1.